Dataset: Catalyst prediction with 721,799 reactions and 888 catalyst types from USPTO. Task: Predict which catalyst facilitates the given reaction. (1) Reactant: [C:1]([CH:3]([CH:7]1[C:11]([Cl:12])=[C:10](Cl)C(=O)O1)[C:4]([NH2:6])=[O:5])#[N:2].Cl.[CH3:16][O:17][CH2:18][CH2:19][S:20]([C:23]1[CH:28]=[CH:27][CH:26]=[CH:25][C:24]=1[CH2:29][NH2:30])(=[O:22])=[O:21].C(=O)([O-])[O-].[K+].[K+].[OH-].[Na+]. Product: [ClH:12].[Cl:12][C:11]1[CH:7]=[C:3]([C:4]([NH2:6])=[O:5])[C:1](=[NH:2])[N:30]([CH2:29][C:24]2[CH:25]=[CH:26][CH:27]=[CH:28][C:23]=2[S:20]([CH2:19][CH2:18][O:17][CH3:16])(=[O:21])=[O:22])[CH:10]=1. The catalyst class is: 8. (2) Reactant: CS(C)=O.[C:5](Cl)(=[O:9])[C:6](Cl)=[O:7].C(NCCCO)(O[CH2:14][C:15]1[CH:20]=[CH:19][CH:18]=[CH:17][CH:16]=1)=O.P([O-])(O)(O)=[O:27].[K+].[CH2:32]([N:34]([CH2:37]C)CC)C. Product: [C:32](=[N:34][CH2:37][CH:5]([O:9][CH2:14][C:15]1[CH:20]=[CH:19][CH:18]=[CH:17][CH:16]=1)[CH:6]=[O:7])=[O:27]. The catalyst class is: 2. (3) Product: [CH3:1][C:2]1[CH:7]=[C:6]([O:8][CH:9]2[CH2:14][CH2:13][O:12][CH2:11][CH2:10]2)[CH:5]=[CH:4][C:3]=1[C:15]1[C:19]2[CH:20]=[C:21]([O:24][CH2:25][C:26]3[CH:27]=[CH:28][C:29]([C@@H:32]([C:39]#[C:40][CH3:41])[CH2:33][C:34]([OH:36])=[O:35])=[CH:30][CH:31]=3)[CH:22]=[CH:23][C:18]=2[S:17][CH:16]=1. The catalyst class is: 14. Reactant: [CH3:1][C:2]1[CH:7]=[C:6]([O:8][CH:9]2[CH2:14][CH2:13][O:12][CH2:11][CH2:10]2)[CH:5]=[CH:4][C:3]=1[C:15]1[C:19]2[CH:20]=[C:21]([O:24][CH2:25][C:26]3[CH:31]=[CH:30][C:29]([C@@H:32]([C:39]#[C:40][CH3:41])[CH2:33][C:34]([O:36]CC)=[O:35])=[CH:28][CH:27]=3)[CH:22]=[CH:23][C:18]=2[S:17][CH:16]=1.[Li+].[OH-].Cl. (4) Reactant: [NH2:1][C:2]1[CH:7]=[C:6]([N+:8]([O-:10])=[O:9])[CH:5]=[CH:4][C:3]=1[OH:11].Br[C:13]([CH3:20])([CH3:19])[C:14](OCC)=[O:15].[F-].[K+].O. Product: [CH3:19][C:13]1([CH3:20])[C:14](=[O:15])[NH:1][C:2]2[CH:7]=[C:6]([N+:8]([O-:10])=[O:9])[CH:5]=[CH:4][C:3]=2[O:11]1. The catalyst class is: 3. (5) Reactant: [CH2:1]([C@:3]1([OH:19])[CH2:7][CH2:6][N:5](C(OCC2C=CC=CC=2)=O)[C@H:4]1[CH3:18])[CH3:2]. Product: [CH2:1]([C@:3]1([OH:19])[CH2:7][CH2:6][NH:5][C@H:4]1[CH3:18])[CH3:2]. The catalyst class is: 386.